This data is from NCI-60 drug combinations with 297,098 pairs across 59 cell lines. The task is: Regression. Given two drug SMILES strings and cell line genomic features, predict the synergy score measuring deviation from expected non-interaction effect. (1) Drug 1: CC(C)(C#N)C1=CC(=CC(=C1)CN2C=NC=N2)C(C)(C)C#N. Drug 2: CC1=C(C=C(C=C1)C(=O)NC2=CC(=CC(=C2)C(F)(F)F)N3C=C(N=C3)C)NC4=NC=CC(=N4)C5=CN=CC=C5. Cell line: SF-268. Synergy scores: CSS=-3.65, Synergy_ZIP=2.74, Synergy_Bliss=1.54, Synergy_Loewe=-4.18, Synergy_HSA=-4.14. (2) Drug 1: CS(=O)(=O)CCNCC1=CC=C(O1)C2=CC3=C(C=C2)N=CN=C3NC4=CC(=C(C=C4)OCC5=CC(=CC=C5)F)Cl. Synergy scores: CSS=32.7, Synergy_ZIP=-6.47, Synergy_Bliss=-3.04, Synergy_Loewe=-4.60, Synergy_HSA=1.92. Drug 2: CN(CCCl)CCCl.Cl. Cell line: NCI-H522. (3) Drug 1: CCCS(=O)(=O)NC1=C(C(=C(C=C1)F)C(=O)C2=CNC3=C2C=C(C=N3)C4=CC=C(C=C4)Cl)F. Drug 2: CCC(=C(C1=CC=CC=C1)C2=CC=C(C=C2)OCCN(C)C)C3=CC=CC=C3.C(C(=O)O)C(CC(=O)O)(C(=O)O)O. Cell line: MCF7. Synergy scores: CSS=4.93, Synergy_ZIP=-0.754, Synergy_Bliss=2.77, Synergy_Loewe=-1.14, Synergy_HSA=1.51. (4) Drug 1: CN(C)C1=NC(=NC(=N1)N(C)C)N(C)C. Drug 2: C1CC(C1)(C(=O)O)C(=O)O.[NH2-].[NH2-].[Pt+2]. Cell line: SF-539. Synergy scores: CSS=28.8, Synergy_ZIP=-8.10, Synergy_Bliss=-1.17, Synergy_Loewe=-25.7, Synergy_HSA=-3.29. (5) Cell line: LOX IMVI. Synergy scores: CSS=21.5, Synergy_ZIP=-1.36, Synergy_Bliss=-5.27, Synergy_Loewe=-28.9, Synergy_HSA=-7.65. Drug 1: C1=CN(C(=O)N=C1N)C2C(C(C(O2)CO)O)O.Cl. Drug 2: CC1=C(C=C(C=C1)C(=O)NC2=CC(=CC(=C2)C(F)(F)F)N3C=C(N=C3)C)NC4=NC=CC(=N4)C5=CN=CC=C5. (6) Drug 1: C1CCN(CC1)CCOC2=CC=C(C=C2)C(=O)C3=C(SC4=C3C=CC(=C4)O)C5=CC=C(C=C5)O. Drug 2: C1C(C(OC1N2C=C(C(=O)NC2=O)F)CO)O. Cell line: A498. Synergy scores: CSS=26.8, Synergy_ZIP=-1.37, Synergy_Bliss=-1.97, Synergy_Loewe=-1.45, Synergy_HSA=-0.172. (7) Drug 1: C1=CC(=CC=C1C#N)C(C2=CC=C(C=C2)C#N)N3C=NC=N3. Drug 2: C(CC(=O)O)C(=O)CN.Cl. Cell line: DU-145. Synergy scores: CSS=19.3, Synergy_ZIP=-6.24, Synergy_Bliss=-1.18, Synergy_Loewe=-2.21, Synergy_HSA=-1.29. (8) Drug 1: CC1=C2C(C(=O)C3(C(CC4C(C3C(C(C2(C)C)(CC1OC(=O)C(C(C5=CC=CC=C5)NC(=O)OC(C)(C)C)O)O)OC(=O)C6=CC=CC=C6)(CO4)OC(=O)C)OC)C)OC. Drug 2: CC(CN1CC(=O)NC(=O)C1)N2CC(=O)NC(=O)C2. Cell line: DU-145. Synergy scores: CSS=48.2, Synergy_ZIP=-2.45, Synergy_Bliss=-3.24, Synergy_Loewe=-19.7, Synergy_HSA=-0.101.